This data is from Full USPTO retrosynthesis dataset with 1.9M reactions from patents (1976-2016). The task is: Predict the reactants needed to synthesize the given product. (1) Given the product [NH2:26][C@@H:23]1[CH2:24][CH2:25][C@H:20]([N:11]2[C:12]3[CH:17]=[CH:16][NH:15][C:14](=[O:18])[C:13]=3[C:9]([C:6]3[CH:5]=[C:4]([C:1]([NH2:2])=[O:3])[S:8][CH:7]=3)=[N:10]2)[CH2:21][CH2:22]1, predict the reactants needed to synthesize it. The reactants are: [C:1]([C:4]1[S:8][CH:7]=[C:6]([C:9]2[C:13]3[C:14]([O:18]C)=[N:15][CH:16]=[CH:17][C:12]=3[N:11]([C@@H:20]3[CH2:25][CH2:24][C@H:23]([NH:26]C(=O)OC(C)(C)C)[CH2:22][CH2:21]3)[N:10]=2)[CH:5]=1)(=[O:3])[NH2:2].[I-].[Na+].Cl[Si](C)(C)C.FC(F)(F)C(O)=O. (2) Given the product [Si:16]([O:15][C@@H:11]1[C@@H:12]([CH3:14])[CH2:13][N:8]([C:7]2[CH:6]=[CH:5][N:4]=[CH:3][C:2]=2[NH:1][C:42]([C:37]2[N:36]=[C:35]3[CH:34]=[C:33]([CH2:31][CH3:32])[S:41][C:40]3=[CH:39][CH:38]=2)=[O:43])[CH2:9][C@H:10]1[NH:23][C:24](=[O:30])[O:25][C:26]([CH3:29])([CH3:28])[CH3:27])([C:19]([CH3:22])([CH3:21])[CH3:20])([CH3:18])[CH3:17], predict the reactants needed to synthesize it. The reactants are: [NH2:1][C:2]1[CH:3]=[N:4][CH:5]=[CH:6][C:7]=1[N:8]1[CH2:13][C@H:12]([CH3:14])[C@@H:11]([O:15][Si:16]([C:19]([CH3:22])([CH3:21])[CH3:20])([CH3:18])[CH3:17])[C@H:10]([NH:23][C:24](=[O:30])[O:25][C:26]([CH3:29])([CH3:28])[CH3:27])[CH2:9]1.[CH2:31]([C:33]1[S:41][C:40]2[C:35](=[N:36][C:37]([C:42](O)=[O:43])=[CH:38][CH:39]=2)[CH:34]=1)[CH3:32].C(N(CC)C(C)C)(C)C.F[P-](F)(F)(F)(F)F.C[N+](C)=C(N(C)C)ON1C2N=CC=CC=2N=N1. (3) Given the product [O:48]=[C:31]([N:28]1[C:29]2[C:25](=[CH:24][CH:23]=[C:22]([C:11]3[N:7]([CH:2]4[CH2:3][CH2:4][CH2:5][CH2:6][O:1]4)[N:8]=[CH:9][CH:10]=3)[CH:30]=2)[CH2:26][CH2:27]1)[C@@H:32]([NH:40][C:41](=[O:47])[O:42][C:43]([CH3:46])([CH3:44])[CH3:45])[CH2:33][C:34]1[CH:35]=[CH:36][CH:37]=[CH:38][CH:39]=1, predict the reactants needed to synthesize it. The reactants are: [O:1]1[CH2:6][CH2:5][CH2:4][CH2:3][CH:2]1[N:7]1[C:11](B2OC(C)(C)C(C)(C)O2)=[CH:10][CH:9]=[N:8]1.Br[C:22]1[CH:30]=[C:29]2[C:25]([CH2:26][CH2:27][N:28]2[C:31](=[O:48])[C@@H:32]([NH:40][C:41](=[O:47])[O:42][C:43]([CH3:46])([CH3:45])[CH3:44])[CH2:33][C:34]2[CH:39]=[CH:38][CH:37]=[CH:36][CH:35]=2)=[CH:24][CH:23]=1.C(=O)([O-])[O-].[Na+].[Na+]. (4) The reactants are: [NH2:1][C:2]1[S:6][N:5]=[C:4]([CH3:7])[C:3]=1[C:8]([NH:10][C:11]1[CH:16]=[CH:15][CH:14]=[CH:13][C:12]=1[CH2:17][CH3:18])=[O:9].Cl[C:20]1[CH:29]=[N:28][C:27]2[C:22](=[C:23]([CH3:30])[CH:24]=[CH:25][CH:26]=2)[N:21]=1.C(=O)([O-])[O-].[Cs+].[Cs+].CC1(C)C2C(=C(P(C3C=CC=CC=3)C3C=CC=CC=3)C=CC=2)OC2C(P(C3C=CC=CC=3)C3C=CC=CC=3)=CC=CC1=2. Given the product [CH2:17]([C:12]1[CH:13]=[CH:14][CH:15]=[CH:16][C:11]=1[NH:10][C:8]([C:3]1[C:4]([CH3:7])=[N:5][S:6][C:2]=1[NH:1][C:20]1[CH:29]=[N:28][C:27]2[C:22](=[C:23]([CH3:30])[CH:24]=[CH:25][CH:26]=2)[N:21]=1)=[O:9])[CH3:18], predict the reactants needed to synthesize it. (5) Given the product [NH2:7][C:6]([NH2:8])=[NH:5].[N+:1]([O-:4])([O-:3])=[O:2].[NH2:7][C:6]([NH2:8])=[NH2+:5], predict the reactants needed to synthesize it. The reactants are: [N+:1]([O-:4])([O-:3])=[O:2].[NH2:5][C:6]([NH2:8])=[NH2+:7].C(Cl)Cl.C[O-].[Na+].[NH4+].[Cl-]. (6) Given the product [Br:15][C:8]1[CH:9]=[CH:10][C:11]2[C:12]3[C:4](=[CH:3][C:2]([C:27]4[CH:26]=[CH:25][C:24]([O:23][CH3:22])=[CH:29][C:28]=4[C:30]4[CH:31]=[CH:32][CH:33]=[CH:34][CH:35]=4)=[CH:14][CH:13]=3)[N:5]([C:16]3[CH:17]=[CH:18][CH:19]=[CH:20][CH:21]=3)[C:6]=2[CH:7]=1, predict the reactants needed to synthesize it. The reactants are: Br[C:2]1[CH:14]=[CH:13][C:12]2[C:11]3[C:6](=[CH:7][C:8]([Br:15])=[CH:9][CH:10]=3)[N:5]([C:16]3[CH:21]=[CH:20][CH:19]=[CH:18][CH:17]=3)[C:4]=2[CH:3]=1.[CH3:22][O:23][C:24]1[CH:25]=[CH:26][C:27](B(O)O)=[C:28]([C:30]2[CH:35]=[CH:34][CH:33]=[CH:32][CH:31]=2)[CH:29]=1.C([O-])([O-])=O.[Na+].[Na+].CCO. (7) Given the product [CH2:6]([O:14][CH2:3][CH2:2][CH2:1][OH:5])[C:7]1[CH:12]=[CH:11][CH:10]=[CH:9][CH:8]=1, predict the reactants needed to synthesize it. The reactants are: [CH2:1]([OH:5])[CH:2](O)[CH3:3].[CH2:6](Br)[C:7]1[CH:12]=[CH:11][CH:10]=[CH:9][CH:8]=1.[OH-:14].[Na+].